This data is from Forward reaction prediction with 1.9M reactions from USPTO patents (1976-2016). The task is: Predict the product of the given reaction. (1) The product is: [C:1]([O:9][CH2:10][CH2:11][CH2:12][CH3:13])(=[O:8])[C:2]1[CH:7]=[CH:6][CH:5]=[N:4][CH:3]=1. Given the reactants [C:1]([OH:9])(=[O:8])[C:2]1[CH:7]=[CH:6][CH:5]=[N:4][CH:3]=1.[CH2:10](O)[CH2:11][CH2:12][CH3:13], predict the reaction product. (2) Given the reactants [H-].[Na+].[C:3]([N:6]1[C:15]2[C:10](=[CH:11][C:12]([C:16]#[N:17])=[CH:13][CH:14]=2)[C@H:9]([NH:18][C:19](=[O:24])[O:20][CH:21]([CH3:23])[CH3:22])[CH2:8][C@@H:7]1[CH3:25])(=[O:5])[CH3:4].CC(C)C=O.[NH2:31][CH2:32][CH:33]=O.Cl, predict the reaction product. The product is: [C:3]([N:6]1[C:15]2[C:10](=[CH:11][C:12]([C:16]3[NH:31][CH:32]=[CH:33][N:17]=3)=[CH:13][CH:14]=2)[C@H:9]([NH:18][C:19](=[O:24])[O:20][CH:21]([CH3:22])[CH3:23])[CH2:8][C@@H:7]1[CH3:25])(=[O:5])[CH3:4]. (3) Given the reactants [F:1][C:2]1[CH:3]=[CH:4][C:5]([N+:21]([O-])=O)=[C:6]([CH:20]=1)[O:7][CH2:8][CH2:9][C:10]1[C:19]2[C:14](=[CH:15][CH:16]=[CH:17][CH:18]=2)[CH:13]=[CH:12][CH:11]=1, predict the reaction product. The product is: [F:1][C:2]1[CH:3]=[CH:4][C:5]([NH2:21])=[C:6]([O:7][CH2:8][CH2:9][C:10]2[C:19]3[C:14](=[CH:15][CH:16]=[CH:17][CH:18]=3)[CH:13]=[CH:12][CH:11]=2)[CH:20]=1.